From a dataset of Catalyst prediction with 721,799 reactions and 888 catalyst types from USPTO. Predict which catalyst facilitates the given reaction. Reactant: Cl[C:2]1[N:3]([CH2:10][CH2:11][C@@H:12]([OH:25])[CH2:13][O:14]S(C2C=CC(C)=CC=2)(=O)=O)[CH:4]=[C:5]([N+:7]([O-:9])=[O:8])[N:6]=1.O[C:27]1[CH:32]=[CH:31][C:30]([N:33]2[CH2:38][CH2:37][C:36]([C:40]3[CH:45]=[CH:44][C:43]([C:46]([F:49])([F:48])[F:47])=[CH:42][CH:41]=3)([OH:39])[CH2:35][CH2:34]2)=[CH:29][CH:28]=1.P([O-])([O-])([O-])=O.[K+].[K+].[K+].[Cl-].[NH4+]. Product: [N+:7]([C:5]1[N:6]=[C:2]2[N:3]([CH:4]=1)[CH2:10][CH2:11][C@H:12]([CH2:13][O:14][C:27]1[CH:28]=[CH:29][C:30]([N:33]3[CH2:38][CH2:37][C:36]([C:40]4[CH:41]=[CH:42][C:43]([C:46]([F:48])([F:47])[F:49])=[CH:44][CH:45]=4)([OH:39])[CH2:35][CH2:34]3)=[CH:31][CH:32]=1)[O:25]2)([O-:9])=[O:8]. The catalyst class is: 8.